This data is from Full USPTO retrosynthesis dataset with 1.9M reactions from patents (1976-2016). The task is: Predict the reactants needed to synthesize the given product. (1) Given the product [Br:61][C:34]1[C:33]2[NH:40][C:30]([C:29]([C:41]3[C:42]([O:53][CH2:54][CH2:55][CH:56]([CH3:58])[CH3:57])=[CH:43][CH:44]=[CH:45][C:46]=3[O:47][CH2:48][CH2:49][CH:50]([CH3:51])[CH3:52])=[C:28]3[N:59]=[C:25]([CH:24]=[C:22]4[NH:23][C:19](=[C:18]([C:7]5[C:8]([O:12][CH2:13][CH2:14][CH:15]([CH3:16])[CH3:17])=[CH:9][CH:10]=[CH:11][C:6]=5[O:5][CH2:4][CH2:3][CH:2]([CH3:60])[CH3:1])[C:38]5[CH:37]=[CH:36][C:35]=1[N:39]=5)[CH:20]=[CH:21]4)[CH:26]=[CH:27]3)=[CH:31][CH:32]=2, predict the reactants needed to synthesize it. The reactants are: [CH3:1][CH:2]([CH3:60])[CH2:3][CH2:4][O:5][C:6]1[CH:11]=[CH:10][CH:9]=[C:8]([O:12][CH2:13][CH2:14][CH:15]([CH3:17])[CH3:16])[C:7]=1[C:18]1[C:19]2[NH:23][C:22]([CH:24]=[C:25]3[N:59]=[C:28]([C:29]([C:41]4[C:46]([O:47][CH2:48][CH2:49][CH:50]([CH3:52])[CH3:51])=[CH:45][CH:44]=[CH:43][C:42]=4[O:53][CH2:54][CH2:55][CH:56]([CH3:58])[CH3:57])=[C:30]4[NH:40][C:33](=[CH:34][C:35]5[CH:36]=[CH:37][C:38]=1[N:39]=5)[CH:32]=[CH:31]4)[CH:27]=[CH:26]3)=[CH:21][CH:20]=2.[Br:61]N1C(=O)CCC1=O.C1C(=O)N(Br)C(=O)C1. (2) Given the product [NH2:2][C@H:3]1[CH2:7][CH2:6][CH:5]([C:8]([O:10][CH3:11])=[O:9])[CH2:4]1, predict the reactants needed to synthesize it. The reactants are: Cl.[NH2:2][C@H:3]1[CH2:7][CH2:6][C@@H:5]([C:8]([OH:10])=[O:9])[CH2:4]1.[CH3:11]O. (3) The reactants are: Br[C:2]1[CH:3]=[CH:4][C:5]2[O:9][C:8]([CH:10]3[CH2:15][CH2:14][N:13]([C:16]4[N:21]=[CH:20][C:19]([F:22])=[CH:18][N:17]=4)[CH2:12][CH2:11]3)=[N:7][C:6]=2[CH:23]=1.[CH3:24][C:25]1([CH3:41])[C:29]([CH3:31])([CH3:30])[O:28][B:27]([B:27]2[O:28][C:29]([CH3:31])([CH3:30])[C:25]([CH3:41])([CH3:24])[O:26]2)[O:26]1.C([O-])(=O)C.[K+].C(Cl)Cl. Given the product [F:22][C:19]1[CH:18]=[N:17][C:16]([N:13]2[CH2:14][CH2:15][CH:10]([C:8]3[O:9][C:5]4[CH:4]=[CH:3][C:2]([B:27]5[O:28][C:29]([CH3:31])([CH3:30])[C:25]([CH3:41])([CH3:24])[O:26]5)=[CH:23][C:6]=4[N:7]=3)[CH2:11][CH2:12]2)=[N:21][CH:20]=1, predict the reactants needed to synthesize it. (4) Given the product [Br:1][C:2]1[C:3]2[S:9][CH:10]=[CH:11][C:4]=2[CH:5]=[C:6]([Cl:8])[CH:7]=1, predict the reactants needed to synthesize it. The reactants are: [Br:1][C:2]1[CH:7]=[C:6]([Cl:8])[CH:5]=[CH:4][C:3]=1[S:9][CH2:10][CH:11](OCC)OCC.